From a dataset of Forward reaction prediction with 1.9M reactions from USPTO patents (1976-2016). Predict the product of the given reaction. (1) Given the reactants [C:1]([C:5]1[S:9]/[C:8](=[N:10]\[C:11]([C:13]2[CH:31]=[C:30]([C:32]([F:35])([F:34])[F:33])[CH:29]=[CH:28][C:14]=2[O:15][CH2:16][C@@H:17]2[CH2:20][CH2:19][N:18]2C(OC(C)(C)C)=O)=[O:12])/[N:7]([CH2:36][C@H:37]2[CH2:41][CH2:40][CH2:39][O:38]2)[CH:6]=1)([CH3:4])([CH3:3])[CH3:2].FC(F)(F)C(O)=O.C([O-])([O-])=O.[Na+].[Na+], predict the reaction product. The product is: [NH:18]1[CH2:19][CH2:20][C@H:17]1[CH2:16][O:15][C:14]1[CH:28]=[CH:29][C:30]([C:32]([F:34])([F:33])[F:35])=[CH:31][C:13]=1[C:11](/[N:10]=[C:8]1\[S:9][C:5]([C:1]([CH3:2])([CH3:3])[CH3:4])=[CH:6][N:7]\1[CH2:36][C@H:37]1[CH2:41][CH2:40][CH2:39][O:38]1)=[O:12]. (2) Given the reactants CCN(C(C)C)C(C)C.[Li]CCCC.[CH3:15][N:16]1[CH2:21][CH2:20][O:19][CH2:18][C:17]1=[O:22].[CH2:23]=[O:24], predict the reaction product. The product is: [OH:24][CH2:23][CH:18]1[O:19][CH2:20][CH2:21][N:16]([CH3:15])[C:17]1=[O:22]. (3) Given the reactants FC(F)(F)C1C=CC=CC=1S(N1CCC2(C(=O)NCC2)CC1)(=O)=O.[F:25][C:26](F)(F)[CH:27]([C:29]1[CH:34]=[CH:33][C:32]([N:35]2[CH2:39][CH2:38][C:37]3([CH2:44][CH2:43][N:42]([S:45]([C:48]4[CH:53]=[CH:52][CH:51]=[CH:50][C:49]=4[C:54]([F:57])([F:56])[F:55])(=[O:47])=[O:46])[CH2:41][CH2:40]3)[C:36]2=[O:58])=[CH:31][CH:30]=1)[OH:28].FCC(C1C=CC(I)=CC=1)O, predict the reaction product. The product is: [F:25][CH2:26][CH:27]([C:29]1[CH:34]=[CH:33][C:32]([N:35]2[CH2:39][CH2:38][C:37]3([CH2:44][CH2:43][N:42]([S:45]([C:48]4[CH:53]=[CH:52][CH:51]=[CH:50][C:49]=4[C:54]([F:57])([F:56])[F:55])(=[O:46])=[O:47])[CH2:41][CH2:40]3)[C:36]2=[O:58])=[CH:31][CH:30]=1)[OH:28].